Predict the reactants needed to synthesize the given product. From a dataset of Full USPTO retrosynthesis dataset with 1.9M reactions from patents (1976-2016). (1) Given the product [NH:8]1[CH2:13][CH2:12][CH:11]([O:14][C:15]2[CH:16]=[C:17]3[C:22](=[CH:23][CH:24]=2)[CH:21]=[N:20][CH:19]=[C:18]3[CH2:25][CH2:26][CH2:27][C:28]([F:30])([F:29])[F:31])[CH2:10][CH2:9]1, predict the reactants needed to synthesize it. The reactants are: C(OC([N:8]1[CH2:13][CH2:12][CH:11]([O:14][C:15]2[CH:16]=[C:17]3[C:22](=[CH:23][CH:24]=2)[CH:21]=[N:20][CH:19]=[C:18]3[CH2:25][CH2:26][CH2:27][C:28]([F:31])([F:30])[F:29])[CH2:10][CH2:9]1)=O)(C)(C)C. (2) Given the product [CH3:8][NH:7][C:4]1[N:5]([CH3:6])[C:10]([C:11]2[CH:16]=[CH:15][N:14]=[CH:13][CH:12]=2)=[N:2][N:3]=1, predict the reactants needed to synthesize it. The reactants are: I.[NH2:2][NH:3][C:4]([NH:7][CH3:8])=[N:5][CH3:6].Cl.[C:10](Cl)(=O)[C:11]1[CH:16]=[CH:15][N:14]=[CH:13][CH:12]=1. (3) Given the product [Cl:1][C:2]1[CH:7]=[CH:6][C:5]([C:8]2([CH2:12][N:14]3[CH2:20][CH2:19][CH2:18][CH2:17][CH:16]([CH2:21][O:22][C:23]4[CH:24]=[CH:25][C:26]([C:29]([F:32])([F:30])[F:31])=[CH:27][CH:28]=4)[CH2:15]3)[CH2:9][CH2:10][CH2:11]2)=[CH:4][CH:3]=1, predict the reactants needed to synthesize it. The reactants are: [Cl:1][C:2]1[CH:7]=[CH:6][C:5]([C:8]2([C:12]([N:14]3[CH2:20][CH2:19][CH2:18][CH2:17][CH:16]([CH2:21][O:22][C:23]4[CH:28]=[CH:27][C:26]([C:29]([F:32])([F:31])[F:30])=[CH:25][CH:24]=4)[CH2:15]3)=O)[CH2:11][CH2:10][CH2:9]2)=[CH:4][CH:3]=1.[H-].COCCO[Al+]OCCOC.[Na+].[H-]. (4) Given the product [F:4][C:5]1[CH:6]=[C:7]2[C:11](=[CH:12][CH:13]=1)[C:10](=[CH:14][C:15]1[CH:20]=[CH:19][C:18]([S:21]([CH3:23])(=[O:30])=[O:22])=[CH:17][CH:16]=1)[C:9]([CH3:24])=[C:8]2[CH2:25][C:26]([OH:28])=[O:27], predict the reactants needed to synthesize it. The reactants are: C[O-].[Na+].[F:4][C:5]1[CH:6]=[C:7]2[C:11](=[CH:12][CH:13]=1)[C:10](=[CH:14][C:15]1[CH:20]=[CH:19][C:18]([S:21]([CH3:23])=[O:22])=[CH:17][CH:16]=1)[C:9]([CH3:24])=[C:8]2[CH2:25][C:26]([OH:28])=[O:27].C(=O)(O)[O-:30].[Na+].OO.[H][H]. (5) Given the product [CH:34]([C:26]1[CH:27]=[CH:28][CH:29]=[C:30]([CH:31]([CH3:33])[CH3:32])[C:25]=1[N:24]1[C:23]([C:37]2[CH:42]=[CH:41][CH:40]=[CH:39][C:38]=2[CH3:43])=[N:22][N:21]=[C:20]1[C:9]1[CH:14]=[CH:13][CH:12]=[CH:11][CH:10]=1)([CH3:36])[CH3:35], predict the reactants needed to synthesize it. The reactants are: [O-]P([O-])([O-])=O.[K+].[K+].[K+].[C:9]1(C)[CH:14]=[CH:13][CH:12]=[CH:11][C:10]=1B(O)O.Br[C:20]1[N:24]([C:25]2[C:30]([CH:31]([CH3:33])[CH3:32])=[CH:29][CH:28]=[CH:27][C:26]=2[CH:34]([CH3:36])[CH3:35])[C:23]([C:37]2[CH:42]=[CH:41][CH:40]=[CH:39][CH:38]=2)=[N:22][N:21]=1.[CH:43]1(P(C2CCCCC2)C2C=CC=CC=2C2C(OC)=CC=CC=2OC)CCCCC1.